This data is from Reaction yield outcomes from USPTO patents with 853,638 reactions. The task is: Predict the reaction yield, written as a fraction of the theoretical maximum amount of product (1.0 means a 100% yield; for example, 0.34 means a 34% yield). (1) The reactants are [F:1][C:2]1[CH:3]=[C:4]([C:10](=[O:12])[CH3:11])[CH:5]=[C:6]([F:9])[C:7]=1[OH:8].Br[CH2:14][CH2:15][CH2:16][Cl:17].C([O-])([O-])=O.[K+].[K+]. The catalyst is CC(C)=O. The product is [Cl:17][CH2:16][CH2:15][CH2:14][O:8][C:7]1[C:2]([F:1])=[CH:3][C:4]([C:10](=[O:12])[CH3:11])=[CH:5][C:6]=1[F:9]. The yield is 1.00. (2) The reactants are [N:1]1[N:2]([C:6]2[CH:7]=[C:8]3[C:12](=[CH:13][CH:14]=2)[C@H:11]([N:15]2[CH2:18][C:17]4([CH2:23][CH2:22][NH:21][CH2:20][CH2:19]4)[CH2:16]2)[CH2:10][CH2:9]3)[N:3]=[CH:4][CH:5]=1.[CH3:24][C:25]1[CH:26]=[CH:27][C:28]([CH2:31][C:32](O)=[O:33])=[N:29][CH:30]=1.C(N(CC)CC)C.CCN=C=NCCCN(C)C. The catalyst is CN(C)C=O.CN(C1C=CN=CC=1)C. The product is [CH3:24][C:25]1[CH:26]=[CH:27][C:28]([CH2:31][C:32]([N:21]2[CH2:22][CH2:23][C:17]3([CH2:16][N:15]([CH:11]4[C:12]5[C:8](=[CH:7][C:6]([N:2]6[N:3]=[CH:4][CH:5]=[N:1]6)=[CH:14][CH:13]=5)[CH2:9][CH2:10]4)[CH2:18]3)[CH2:19][CH2:20]2)=[O:33])=[N:29][CH:30]=1. The yield is 0.724. (3) The reactants are [C:1]([O:5][C:6]([N:8]1[CH2:13][CH2:12][CH:11](Br)[CH2:10][CH2:9]1)=[O:7])([CH3:4])([CH3:3])[CH3:2].[C:15]([O-:18])(=[S:17])[CH3:16].[K+].[Na+].[I-]. The catalyst is CN(C=O)C. The product is [C:1]([O:5][C:6]([N:8]1[CH2:13][CH2:12][CH:11]([S:17][C:15](=[O:18])[CH3:16])[CH2:10][CH2:9]1)=[O:7])([CH3:4])([CH3:3])[CH3:2]. The yield is 0.810. (4) The reactants are [C:1]1([C@@H:7]2[CH2:12][CH2:11][C@H:10]([O:13][C:14]3[CH:15]=[C:16]4[C:21](=[CH:22][CH:23]=3)[CH:20]=[C:19]([C@:24]3([CH3:30])[CH2:28][O:27]C(=O)[NH:25]3)[CH:18]=[CH:17]4)[CH2:9][CH2:8]2)[CH:6]=[CH:5][CH:4]=[CH:3][CH:2]=1.[OH-].[Li+].C(O)C.O. No catalyst specified. The product is [NH2:25][C@@:24]([C:19]1[CH:18]=[CH:17][C:16]2[C:21](=[CH:22][CH:23]=[C:14]([O:13][C@H:10]3[CH2:9][CH2:8][C@@H:7]([C:1]4[CH:6]=[CH:5][CH:4]=[CH:3][CH:2]=4)[CH2:12][CH2:11]3)[CH:15]=2)[CH:20]=1)([CH3:30])[CH2:28][OH:27]. The yield is 0.410. (5) The reactants are [CH2:1]([C:5]1[N:10]2[N:11]=[CH:12][N:13]=[C:9]2[N:8]([CH:14]2[CH2:23][CH2:22][C:17]3(OCC[O:18]3)[CH2:16][CH2:15]2)[C:7](=[O:24])[C:6]=1[CH2:25][C:26]1[CH:31]=[CH:30][C:29]([C:32]2[C:33]([C:38]#[N:39])=[CH:34][CH:35]=[CH:36][CH:37]=2)=[CH:28][C:27]=1[F:40])[CH2:2][CH2:3][CH3:4].Cl.[OH-].[Na+]. The catalyst is O1CCCC1. The product is [CH2:1]([C:5]1[N:10]2[N:11]=[CH:12][N:13]=[C:9]2[N:8]([CH:14]2[CH2:23][CH2:22][C:17](=[O:18])[CH2:16][CH2:15]2)[C:7](=[O:24])[C:6]=1[CH2:25][C:26]1[CH:31]=[CH:30][C:29]([C:32]2[C:33]([C:38]#[N:39])=[CH:34][CH:35]=[CH:36][CH:37]=2)=[CH:28][C:27]=1[F:40])[CH2:2][CH2:3][CH3:4]. The yield is 0.990. (6) The reactants are CC1(C)C(C)(C)OB([C:9]2[CH2:14][CH2:13][N:12]([C:15]([O:17][C:18]([CH3:21])([CH3:20])[CH3:19])=[O:16])[CH2:11][CH:10]=2)O1.C([O-])([O-])=O.[K+].[K+].[C:29]([C:37]1[CH:42]=[CH:41][C:40]([C:43]2[N:51]=[C:50](Cl)[CH:49]=[CH:48][C:44]=2[C:45]([NH2:47])=[O:46])=[CH:39][CH:38]=1)(=[O:36])[C:30]1[CH:35]=[CH:34][CH:33]=[CH:32][CH:31]=1. The catalyst is O1CCOCC1.O.C1C=CC(P(C2C=CC=CC=2)[C-]2C=CC=C2)=CC=1.C1C=CC(P(C2C=CC=CC=2)[C-]2C=CC=C2)=CC=1.Cl[Pd]Cl.[Fe+2]. The product is [C:29]([C:37]1[CH:42]=[CH:41][C:40]([C:43]2[N:51]=[C:50]([C:9]3[CH2:14][CH2:13][N:12]([C:15]([O:17][C:18]([CH3:19])([CH3:20])[CH3:21])=[O:16])[CH2:11][CH:10]=3)[CH:49]=[CH:48][C:44]=2[C:45](=[O:46])[NH2:47])=[CH:39][CH:38]=1)(=[O:36])[C:30]1[CH:31]=[CH:32][CH:33]=[CH:34][CH:35]=1. The yield is 0.640. (7) The catalyst is [Cu]I.O.O1CCOCC1. The yield is 0.511. The product is [Br:15][C:16]1[CH:21]=[CH:20][C:19]([N:4]2[C@@H:3]([C:8]3[CH:9]=[CH:10][CH:11]=[CH:12][CH:13]=3)[C:2]([CH3:14])([CH3:1])[O:6][C:5]2=[O:7])=[CH:18][CH:17]=1. The reactants are [CH3:1][C:2]1([CH3:14])[O:6][C:5](=[O:7])[NH:4][C@H:3]1[C:8]1[CH:13]=[CH:12][CH:11]=[CH:10][CH:9]=1.[Br:15][C:16]1[CH:21]=[CH:20][C:19](Br)=[CH:18][CH:17]=1.P([O-])([O-])([O-])=O.[K+].[K+].[K+].CNCCNC.